Dataset: Catalyst prediction with 721,799 reactions and 888 catalyst types from USPTO. Task: Predict which catalyst facilitates the given reaction. (1) Reactant: [O:1]1[CH2:6][CH2:5][NH:4][C:3]2[CH:7]=[CH:8][CH:9]=[CH:10][C:2]1=2.Br[C:12]1[CH:19]=[CH:18][C:15]([C:16]#[N:17])=[CH:14][C:13]=1[O:20][CH3:21].CC1(C)C2C(=C(P(C3C=CC=CC=3)C3C=CC=CC=3)C=CC=2)OC2C(P(C3C=CC=CC=3)C3C=CC=CC=3)=CC=CC1=2.CC(C)([O-])C.[Na+]. Product: [O:1]1[CH2:6][CH2:5][N:4]([C:12]2[CH:19]=[CH:18][C:15]([C:16]#[N:17])=[CH:14][C:13]=2[O:20][CH3:21])[C:3]2[CH:7]=[CH:8][CH:9]=[CH:10][C:2]1=2. The catalyst class is: 101. (2) Reactant: Cl.[NH2:2][CH:3]1[CH2:12][C:11]2[C:6](=[CH:7][CH:8]=[CH:9][CH:10]=2)[NH:5][C:4]1=[O:13].C(=O)(O)[O-].[Na+].[C:19](O[C:19]([O:21][C:22]([CH3:25])([CH3:24])[CH3:23])=[O:20])([O:21][C:22]([CH3:25])([CH3:24])[CH3:23])=[O:20]. Product: [C:22]([O:21][C:19]([NH:2][CH:3]1[CH2:12][C:11]2[C:6](=[CH:7][CH:8]=[CH:9][CH:10]=2)[NH:5][C:4]1=[O:13])=[O:20])([CH3:25])([CH3:24])[CH3:23]. The catalyst class is: 10. (3) Reactant: C(=O)([O-])O.[Na+].[NH:6]1[CH:10]=[C:9]([CH2:11][CH2:12][NH2:13])[N:8]=[CH:7]1.[F:14][C:15]1[CH:20]=[CH:19][CH:18]=[CH:17][C:16]=1/[CH:21]=[CH:22]/[C:23](ON1C(=O)CCC1=O)=[O:24]. Product: [F:14][C:15]1[CH:20]=[CH:19][CH:18]=[CH:17][C:16]=1/[CH:21]=[CH:22]/[C:23]([NH:13][CH2:12][CH2:11][C:9]1[N:8]=[CH:7][NH:6][CH:10]=1)=[O:24]. The catalyst class is: 12.